Dataset: Full USPTO retrosynthesis dataset with 1.9M reactions from patents (1976-2016). Task: Predict the reactants needed to synthesize the given product. (1) Given the product [F:1][C:2]1[CH:3]=[CH:4][C:5]([CH2:6][N:7]2[C:11]3=[N:12][CH:13]=[C:14]([S:16]([CH3:19])(=[O:17])=[O:18])[CH:15]=[C:10]3[CH:9]=[C:8]2[C:20]2[C:25]([F:26])=[CH:24][N:23]=[CH:22][N:21]=2)=[CH:28][CH:29]=1, predict the reactants needed to synthesize it. The reactants are: [F:1][C:2]1[CH:29]=[CH:28][C:5]([CH2:6][N:7]2[C:11]3=[N:12][CH:13]=[C:14]([S:16]([CH3:19])(=[O:18])=[O:17])[CH:15]=[C:10]3[CH:9]=[C:8]2[C:20]2[C:25]([F:26])=[C:24](Cl)[N:23]=[CH:22][N:21]=2)=[CH:4][CH:3]=1.C(O)C. (2) The reactants are: [CH3:1][O:2][C:3]1[N:8]=[CH:7][C:6]([C:9]2[CH:17]=[CH:16][CH:15]=[CH:14][C:10]=2C(O)=O)=[CH:5][CH:4]=1.C(N(CC)CC)C.CN([C:28]([O:32]N1N=NC2C=CC=CC1=2)=[N+](C)C)C.[B-](F)(F)(F)F.[NH:47]1[CH2:52][CH:51]=[C:50]([C:53]2[CH:54]=[C:55]([CH:58]=[CH:59][CH:60]=2)[C:56]#[N:57])[CH2:49][CH2:48]1. Given the product [CH3:1][O:2][C:3]1[N:8]=[CH:7][C:6]([C:9]2[CH:10]=[CH:14][C:15]([C:28]([N:47]3[CH2:48][CH:49]=[C:50]([C:53]4[CH:54]=[C:55]([CH:58]=[CH:59][CH:60]=4)[C:56]#[N:57])[CH2:51][CH2:52]3)=[O:32])=[CH:16][CH:17]=2)=[CH:5][CH:4]=1, predict the reactants needed to synthesize it.